From a dataset of Forward reaction prediction with 1.9M reactions from USPTO patents (1976-2016). Predict the product of the given reaction. (1) Given the reactants [Br:1][C:2]1[C:3]([F:10])=[CH:4][C:5]([CH3:9])=[C:6]([CH:8]=1)[NH2:7].[N:11]([O-])=O.[Na+].O.O.[Cl:17][Sn]Cl.[OH-].[Na+].CCOCC, predict the reaction product. The product is: [ClH:17].[Br:1][C:2]1[C:3]([F:10])=[CH:4][C:5]([CH3:9])=[C:6]([NH:7][NH2:11])[CH:8]=1. (2) Given the reactants [CH2:1]([O:3][C:4]([C:6]1[C:7]([CH3:19])=[N:8][C:9]([N:13]2[CH2:18][CH2:17][O:16][CH2:15][CH2:14]2)=[CH:10][C:11]=1Cl)=[O:5])[CH3:2].[CH3:20][CH2:21][SH:22].C(=O)([O-])[O-].[K+].[K+], predict the reaction product. The product is: [CH2:1]([O:3][C:4]([C:6]1[C:7]([CH3:19])=[N:8][C:9]([N:13]2[CH2:18][CH2:17][O:16][CH2:15][CH2:14]2)=[CH:10][C:11]=1[S:22][CH2:21][CH3:20])=[O:5])[CH3:2]. (3) Given the reactants [CH3:1][NH:2][CH2:3][CH2:4][NH:5][CH3:6].[C:15](O[C:15]([O:17][C:18]([CH3:21])([CH3:20])[CH3:19])=[O:16])([O:17][C:18]([CH3:21])([CH3:20])[CH3:19])=[O:16].ClC1[C:24]([N+:30]([O-:32])=[O:31])=[C:25]([CH:27]=[CH:28][CH:29]=1)[NH2:26].Cl[CH2:34]Cl, predict the reaction product. The product is: [NH2:26][C:25]1[C:24]([N+:30]([O-:32])=[O:31])=[C:1]([N:2]([CH3:34])[CH2:3][CH2:4][N:5]([CH3:6])[C:15](=[O:16])[O:17][C:18]([CH3:19])([CH3:20])[CH3:21])[CH:29]=[CH:28][CH:27]=1. (4) Given the reactants [OH:1][C:2]1[CH:12]=[CH:11][C:5]([CH:6]=[CH:7]C(O)=O)=[CH:4][CH:3]=1.C([O-])(=O)C.[K+].COC1C=CC(O)=CC=1, predict the reaction product. The product is: [OH:1][C:2]1[CH:12]=[CH:11][C:5]([CH:6]=[CH2:7])=[CH:4][CH:3]=1. (5) Given the reactants [CH2:1]([NH:3][C:4]1[N:5]=[C:6]([CH3:20])[C:7]2[CH:13]=[CH:12][C:11](=[O:14])[N:10]([CH2:15][CH2:16][CH2:17][O:18][CH3:19])[C:8]=2[N:9]=1)[CH3:2].C(O)(=O)C.[Br:25]Br, predict the reaction product. The product is: [Br:25][C:12]1[C:11](=[O:14])[N:10]([CH2:15][CH2:16][CH2:17][O:18][CH3:19])[C:8]2[N:9]=[C:4]([NH:3][CH2:1][CH3:2])[N:5]=[C:6]([CH3:20])[C:7]=2[CH:13]=1. (6) Given the reactants Cl[CH2:2][C:3]1[N:4]2[CH:10]=[C:9]([C:11]3[CH:16]=[CH:15][CH:14]=[CH:13][C:12]=3[N+:17]([O-:19])=[O:18])[N:8]=[C:5]2[S:6][CH:7]=1.[CH3:20][N:21]1[CH2:26][CH2:25][NH:24][CH2:23][CH2:22]1, predict the reaction product. The product is: [CH3:20][N:21]1[CH2:26][CH2:25][N:24]([CH2:2][C:3]2[N:4]3[CH:10]=[C:9]([C:11]4[CH:16]=[CH:15][CH:14]=[CH:13][C:12]=4[N+:17]([O-:19])=[O:18])[N:8]=[C:5]3[S:6][CH:7]=2)[CH2:23][CH2:22]1. (7) Given the reactants [O:1]1[C@@H:13]2[C@@:14]34[CH2:16][CH2:17][N:18]([CH3:19])[C@@H:8]([C@:9]3([O:21][CH2:22][CH2:23][CH2:24][C:25]3[CH:30]=[CH:29][CH:28]=[CH:27][CH:26]=3)[CH2:10][CH2:11][C:12]2=[O:20])[CH2:7][C:6]2=[C:15]4[C:2]1=[C:3](OC1N(C3C=CC=CC=3)N=NN=1)[CH:4]=[CH:5]2.[K+].[Br-], predict the reaction product. The product is: [O:1]1[C@@H:13]2[C@@:14]34[CH2:16][CH2:17][N:18]([CH3:19])[C@@H:8]([C@:9]3([O:21][CH2:22][CH2:23][CH2:24][C:25]3[CH:26]=[CH:27][CH:28]=[CH:29][CH:30]=3)[CH2:10][CH2:11][C:12]2=[O:20])[CH2:7][C:6]2=[C:15]4[C:2]1=[CH:3][CH:4]=[CH:5]2.